This data is from Forward reaction prediction with 1.9M reactions from USPTO patents (1976-2016). The task is: Predict the product of the given reaction. (1) Given the reactants [Br:1][C:2]1[CH:16]=[CH:15][C:5]([CH2:6][C:7]2[CH:14]=[CH:13][C:10]([C:11]#[N:12])=[CH:9][CH:8]=2)=[CH:4][C:3]=1[CH3:17].[OH2:18], predict the reaction product. The product is: [Br:1][C:2]1[CH:16]=[CH:15][C:5]([C:6]([C:7]2[CH:14]=[CH:13][C:10]([C:11]#[N:12])=[CH:9][CH:8]=2)=[O:18])=[CH:4][C:3]=1[CH3:17]. (2) Given the reactants [CH:1]1([C:4]2[CH:8]=[C:7]([CH:9]3[CH2:11][CH2:10]3)[N:6]([C:12]3[CH:17]=[CH:16][C:15]([NH:18][C:19](=[O:26])[C:20]4[CH:25]=[CH:24][CH:23]=[N:22][CH:21]=4)=[CH:14][CH:13]=3)[N:5]=2)[CH2:3][CH2:2]1.C(O)(=O)C1C=CN=CC=1.[ClH:36], predict the reaction product. The product is: [ClH:36].[CH:1]1([C:4]2[CH:8]=[C:7]([CH:9]3[CH2:11][CH2:10]3)[N:6]([C:12]3[CH:17]=[CH:16][C:15]([NH:18][C:19](=[O:26])[C:20]4[CH:25]=[CH:24][CH:23]=[N:22][CH:21]=4)=[CH:14][CH:13]=3)[N:5]=2)[CH2:2][CH2:3]1. (3) Given the reactants Cl[C:2]1[CH:7]=[C:6]([Cl:8])[N:5]=[CH:4][N:3]=1.[NH:9]1[CH2:14][CH2:13][O:12][CH2:11][CH2:10]1, predict the reaction product. The product is: [Cl:8][C:6]1[N:5]=[CH:4][N:3]=[C:2]([N:9]2[CH2:14][CH2:13][O:12][CH2:11][CH2:10]2)[CH:7]=1.